From a dataset of Full USPTO retrosynthesis dataset with 1.9M reactions from patents (1976-2016). Predict the reactants needed to synthesize the given product. (1) Given the product [C:31]([O:35][C:36]([N:38]1[CH2:43][CH2:42][CH:41]([S:44][C:2]2[C:7]3[C:8]4[CH:22]=[C:21]([C:23]5[CH:24]=[N:25][N:26]([CH3:28])[CH:27]=5)[CH:20]=[N:19][C:9]=4[N:10]([CH2:11][O:12][CH2:13][CH2:14][Si:15]([CH3:18])([CH3:17])[CH3:16])[C:6]=3[CH:5]=[N:4][C:3]=2[C:29]#[N:30])[CH2:40][CH2:39]1)=[O:37])([CH3:34])([CH3:32])[CH3:33], predict the reactants needed to synthesize it. The reactants are: Br[C:2]1[C:7]2[C:8]3[CH:22]=[C:21]([C:23]4[CH:24]=[N:25][N:26]([CH3:28])[CH:27]=4)[CH:20]=[N:19][C:9]=3[N:10]([CH2:11][O:12][CH2:13][CH2:14][Si:15]([CH3:18])([CH3:17])[CH3:16])[C:6]=2[CH:5]=[N:4][C:3]=1[C:29]#[N:30].[C:31]([O:35][C:36]([N:38]1[CH2:43][CH2:42][CH:41]([SH:44])[CH2:40][CH2:39]1)=[O:37])([CH3:34])([CH3:33])[CH3:32].CC(C)([O-])C.[Na+]. (2) Given the product [CH3:24][NH:23][C:12]1[N:11]=[C:10]([C:8]2[CH:7]=[C:6]3[C:3]([C:4]([NH2:5])=[N:25][NH:26]3)=[CH:2][CH:9]=2)[CH:15]=[C:14]([N:16]2[CH2:21][CH2:20][O:19][CH2:18][C@H:17]2[CH3:22])[N:13]=1, predict the reactants needed to synthesize it. The reactants are: F[C:2]1[CH:9]=[C:8]([C:10]2[CH:15]=[C:14]([N:16]3[CH2:21][CH2:20][O:19][CH2:18][C@H:17]3[CH3:22])[N:13]=[C:12]([NH:23][CH3:24])[N:11]=2)[CH:7]=[CH:6][C:3]=1[C:4]#[N:5].[NH2:25][NH2:26].CCN(C(C)C)C(C)C. (3) Given the product [CH3:1][N:2]1[CH2:3][C@@H:4]2[C@@H:5]([NH:7][CH2:8][CH2:9]2)[CH2:6]1, predict the reactants needed to synthesize it. The reactants are: [CH3:1][N:2]1[CH2:6][C@@H:5]2[N:7]([C@@H](C3C=CC=CC=3)C)[CH2:8][CH2:9][C@@H:4]2[CH2:3]1. (4) Given the product [CH:65]1[C:66]([C:67]2[C:76](=[O:77])[C:75]3[C:74]([OH:78])=[CH:73][C:72]([OH:79])=[CH:71][C:70]=3[O:69][CH:68]=2)=[CH:61][CH:62]=[C:63]([OH:80])[CH:64]=1, predict the reactants needed to synthesize it. The reactants are: C1(C(NC(N)=N)=O)N=C(Cl)C(N)=NC=1N.CC(O[C@@H]1[C@@]2(C)O[C@](C=C)(C)CC(=O)[C@]2(O)[C@@]2(C)[C@@H](O)CCC(C)(C)[C@@H]2[C@@H]1O)=O.CC(CN1C(=O)N(C)C(=O)C2NC=NC1=2)C.[CH:61]1[C:66]([C:67]2[C:76](=[O:77])[C:75]3[C:74]([OH:78])=[CH:73][C:72]([OH:79])=[CH:71][C:70]=3[O:69][CH:68]=2)=[CH:65][CH:64]=[C:63]([OH:80])[CH:62]=1. (5) The reactants are: [Br:1][C:2]1[CH:7]=[CH:6][C:5]([OH:8])=[C:4]([CH:9]2[CH2:14][CH2:13][CH2:12][CH:11]=[CH:10]2)[CH:3]=1.C1C=C(Cl)C=C(C(OO)=[O:23])C=1. Given the product [Br:1][C:2]1[CH:7]=[CH:6][C:5]2[O:8][C:10]3[CH:11]([OH:23])[CH2:12][CH2:13][CH2:14][C:9]=3[C:4]=2[CH:3]=1, predict the reactants needed to synthesize it.